Dataset: Catalyst prediction with 721,799 reactions and 888 catalyst types from USPTO. Task: Predict which catalyst facilitates the given reaction. Reactant: [OH:1][C@@H:2]([C:18]1[CH:23]=[CH:22][CH:21]=[CH:20][CH:19]=1)[CH2:3][CH2:4][CH2:5][CH2:6][N:7]1[C:15](=[O:16])[C:14]2[C:9](=[CH:10][CH:11]=[CH:12][CH:13]=2)[C:8]1=[O:17].[F:24][C:25]([F:34])([F:33])[C:26]1[CH:31]=[CH:30][C:29](O)=[CH:28][CH:27]=1.C1(P(C2C=CC=CC=2)C2C=CC=CC=2)C=CC=CC=1.N(C(OCC)=O)=NC(OCC)=O.C1(C)C=CC=CC=1. Product: [C:18]1([C@@H:2]([O:1][C:29]2[CH:30]=[CH:31][C:26]([C:25]([F:34])([F:33])[F:24])=[CH:27][CH:28]=2)[CH2:3][CH2:4][CH2:5][CH2:6][N:7]2[C:8](=[O:17])[C:9]3[C:14](=[CH:13][CH:12]=[CH:11][CH:10]=3)[C:15]2=[O:16])[CH:23]=[CH:22][CH:21]=[CH:20][CH:19]=1. The catalyst class is: 7.